Dataset: Full USPTO retrosynthesis dataset with 1.9M reactions from patents (1976-2016). Task: Predict the reactants needed to synthesize the given product. Given the product [ClH:25].[F:1][C:2]1[C:10]2[O:9][CH:8]([C:11]3([OH:24])[CH2:12][CH2:13][NH:14][CH2:15][CH2:16]3)[CH2:7][C:6]=2[CH:5]=[CH:4][CH:3]=1, predict the reactants needed to synthesize it. The reactants are: [F:1][C:2]1[C:10]2[O:9][CH:8]([C:11]3([OH:24])[CH2:16][CH2:15][N:14](C(OC(C)(C)C)=O)[CH2:13][CH2:12]3)[CH2:7][C:6]=2[CH:5]=[CH:4][CH:3]=1.[ClH:25].O1CCOCC1.